This data is from Full USPTO retrosynthesis dataset with 1.9M reactions from patents (1976-2016). The task is: Predict the reactants needed to synthesize the given product. (1) The reactants are: [Cl:1][C:2]1[CH:7]=[C:6]([Cl:8])[CH:5]=[CH:4][C:3]=1[C:9]1[CH:10]=[C:11]2[C@@H:22]3[CH2:23][N:24]([C:27]([O:29][C:30]([CH3:33])([CH3:32])[CH3:31])=[O:28])[CH2:25][CH2:26][C@@H:21]3[N:13]3[CH2:14][C:15](=O)[N:16]([CH3:19])[C:17]([CH:18]=1)=[C:12]23.B.C1COCC1.CC1C=CC=CC=1C.C=CCCCCCC. Given the product [Cl:1][C:2]1[CH:7]=[C:6]([Cl:8])[CH:5]=[CH:4][C:3]=1[C:9]1[CH:10]=[C:11]2[C@@H:22]3[CH2:23][N:24]([C:27]([O:29][C:30]([CH3:33])([CH3:32])[CH3:31])=[O:28])[CH2:25][CH2:26][C@@H:21]3[N:13]3[CH2:14][CH2:15][N:16]([CH3:19])[C:17]([CH:18]=1)=[C:12]23, predict the reactants needed to synthesize it. (2) Given the product [Cl:19][C:20]1[CH:25]=[CH:24][CH:23]=[CH:22][C:21]=1[S:26][CH2:28][C:29]1[CH:37]=[CH:36][C:32]([C:33]([OH:35])=[O:34])=[CH:31][CH:30]=1, predict the reactants needed to synthesize it. The reactants are: ClC1C=CC(SCCCCCCCC(O)=O)=CC=1.[Cl:19][C:20]1[CH:25]=[CH:24][CH:23]=[CH:22][C:21]=1[SH:26].Br[CH2:28][C:29]1[CH:37]=[CH:36][C:32]([C:33]([OH:35])=[O:34])=[CH:31][CH:30]=1.[OH-].[K+]. (3) Given the product [CH2:30]([O:32][C:33]1[CH:46]=[CH:45][C:36]2[CH:37]3[CH2:43][CH2:42][C:41](=[CH:2][O:3][CH3:4])[CH2:40][CH:38]3[O:39][C:35]=2[C:34]=1[F:47])[CH3:31], predict the reactants needed to synthesize it. The reactants are: [Cl-].[CH3:2][O:3][CH2:4][P+](C1C=CC=CC=1)(C1C=CC=CC=1)C1C=CC=CC=1.CC(C)([O-])C.[K+].[CH2:30]([O:32][C:33]1[CH:46]=[CH:45][C:36]2[CH:37]3[CH2:43][CH2:42][C:41](=O)[CH2:40][CH:38]3[O:39][C:35]=2[C:34]=1[F:47])[CH3:31].Cl. (4) Given the product [CH3:42][N:43]([CH2:38][C:37]1[CH:40]=[CH:41][C:34]([CH:21]2[NH:22][C:23]3[C:24]4[C:25](=[N:26][NH:27][C:28](=[O:33])[C:29]=4[CH:30]=[CH:31][CH:32]=3)[CH2:20]2)=[CH:35][CH:36]=1)[CH3:44].[CH:1]1([C:4]([N:6]2[CH2:11][CH2:10][N:9]([C:12]([C:14]3[CH:15]=[C:16]([CH:20]4[C:25]5=[N:26][NH:27][C:28](=[O:33])[C:29]6[CH:30]=[CH:31][CH:32]=[C:23]([C:24]=65)[NH:22][CH:21]4[C:34]4[CH:35]=[CH:36][C:37]([CH2:38][OH:39])=[CH:40][CH:41]=4)[CH:17]=[CH:18][CH:19]=3)=[O:13])[CH2:8][CH2:7]2)=[O:5])[CH2:3][CH2:2]1, predict the reactants needed to synthesize it. The reactants are: [CH:1]1([C:4]([N:6]2[CH2:11][CH2:10][N:9]([C:12]([C:14]3[CH:15]=[C:16]([CH:20]4[C:25]5=[N:26][NH:27][C:28](=[O:33])[C:29]6[CH:30]=[CH:31][CH:32]=[C:23]([C:24]=65)[NH:22][CH:21]4[C:34]4[CH:41]=[CH:40][C:37]([CH:38]=[O:39])=[CH:36][CH:35]=4)[CH:17]=[CH:18][CH:19]=3)=[O:13])[CH2:8][CH2:7]2)=[O:5])[CH2:3][CH2:2]1.[CH3:42][NH:43][CH3:44].[BH4-].[Na+]. (5) Given the product [Cl:1][C:2]1[CH:7]=[C:6]([NH:8][C:12](=[O:13])[O:14][C:15]([CH3:18])([CH3:17])[CH3:16])[N:5]2[N:9]=[CH:10][CH:11]=[C:4]2[N:3]=1, predict the reactants needed to synthesize it. The reactants are: [Cl:1][C:2]1[CH:7]=[C:6]([NH2:8])[N:5]2[N:9]=[CH:10][CH:11]=[C:4]2[N:3]=1.[C:12](O[C:12]([O:14][C:15]([CH3:18])([CH3:17])[CH3:16])=[O:13])([O:14][C:15]([CH3:18])([CH3:17])[CH3:16])=[O:13].C(N(CC)CC)C. (6) Given the product [C:36]([O:29][C:26]([C:23]1[N:21]2[N:22]=[C:17]([C:16]3[N:15]4[C:11]([O:12][CH:13]=[CH:14]4)=[N:10][C:9]=3[C:3]3[CH:4]=[CH:5][C:6]([F:8])=[CH:7][C:2]=3[F:1])[CH:18]=[CH:19][C:20]2=[N:25][N:24]=1)([CH3:27])[CH3:28])(=[O:38])[CH3:37], predict the reactants needed to synthesize it. The reactants are: [F:1][C:2]1[CH:7]=[C:6]([F:8])[CH:5]=[CH:4][C:3]=1[C:9]1[N:10]=[C:11]2[N:15]([C:16]=1[C:17]1[CH:18]=[CH:19][C:20]3[N:21]([C:23]([C:26]([OH:29])([CH3:28])[CH3:27])=[N:24][N:25]=3)[N:22]=1)[CH:14]=[CH:13][O:12]2.N1C=CC=CC=1.[C:36](OC(=O)C)(=[O:38])[CH3:37].C(Cl)(=O)C. (7) Given the product [CH2:15]([N:21]1[C:11]([CH2:10][NH:9][C:6]2[CH:7]=[CH:8][C:3]([O:2][CH3:1])=[CH:4][CH:5]=2)=[N:13][NH:14][C:22]1=[S:23])[CH2:16][CH2:17][CH2:18][CH2:19][CH3:20], predict the reactants needed to synthesize it. The reactants are: [CH3:1][O:2][C:3]1[CH:8]=[CH:7][C:6]([NH:9][CH2:10][C:11]([NH:13][NH2:14])=O)=[CH:5][CH:4]=1.[CH2:15]([N:21]=[C:22]=[S:23])[CH2:16][CH2:17][CH2:18][CH2:19][CH3:20]. (8) Given the product [CH3:24][N:14]1[CH2:13][CH2:12][C:11]2([CH2:10][C:9]3[C:4](=[N:5][CH:6]=[C:7](/[CH:17]=[CH:18]/[C:19]([O:21][CH2:22][CH3:23])=[O:20])[CH:8]=3)[NH:3][C:2]2=[O:1])[CH2:16][CH2:15]1, predict the reactants needed to synthesize it. The reactants are: [O:1]=[C:2]1[C:11]2([CH2:16][CH2:15][NH:14][CH2:13][CH2:12]2)[CH2:10][C:9]2[C:4](=[N:5][CH:6]=[C:7](/[CH:17]=[CH:18]/[C:19]([O:21][CH2:22][CH3:23])=[O:20])[CH:8]=2)[NH:3]1.[C:24](O[BH-](OC(=O)C)OC(=O)C)(=O)C.[Na+].C=O. (9) Given the product [Cl:14][C:12]1[N:13]=[C:8]([C:6]([NH:19][CH2:20][C:21]([OH:23])=[O:22])=[O:7])[C:9]([OH:18])=[C:10]2[CH:17]=[CH:16][S:15][C:11]=12, predict the reactants needed to synthesize it. The reactants are: C(O[C:6]([C:8]1[C:9]([OH:18])=[C:10]2[CH:17]=[CH:16][S:15][C:11]2=[C:12]([Cl:14])[N:13]=1)=[O:7])CCC.[NH2:19][CH2:20][C:21]([OH:23])=[O:22].CO[Na].CO. (10) Given the product [OH:3][CH:1]([C:4]1[CH:5]=[C:6]([CH:24]=[CH:25][CH:26]=1)[O:7][C:8]1[C:13]([O:14][CH2:15][CH2:16][CH2:17][C:18]2[CH:19]=[CH:20][N:21]=[CH:22][CH:23]=2)=[CH:12][CH:11]=[CH:10][N:9]=1)[CH3:2], predict the reactants needed to synthesize it. The reactants are: [C:1]([C:4]1[CH:5]=[C:6]([CH:24]=[CH:25][CH:26]=1)[O:7][C:8]1[C:13]([O:14][CH2:15][CH2:16][CH2:17][C:18]2[CH:23]=[CH:22][N:21]=[CH:20][CH:19]=2)=[CH:12][CH:11]=[CH:10][N:9]=1)(=[O:3])[CH3:2].[BH4-].[Na+].